Dataset: Reaction yield outcomes from USPTO patents with 853,638 reactions. Task: Predict the reaction yield, written as a fraction of the theoretical maximum amount of product (1.0 means a 100% yield; for example, 0.34 means a 34% yield). (1) The reactants are [CH:1]1([CH2:7][C@H:8]([N:12]2[CH2:16][C:15]([O:17][C:18]3[CH:23]=[CH:22][C:21]([Cl:24])=[CH:20][C:19]=3[Cl:25])=[CH:14][C:13]2=[O:26])[C:9]([OH:11])=O)[CH2:6][CH2:5][CH2:4][CH2:3][CH2:2]1.Cl.[CH3:28]N(C)CCCN=C=NCC.C(N(CC)C(C)C)(C)C.ON1C2C=CC=CC=2N=N1.Cl.[OH:59][C@@H:60]([CH2:90]O)[CH2:61][N:62]1[CH:66]=[CH:65][C:64]([NH:67]C(=O)[C@@H](N2CC(OC3C=CC=C(Cl)C=3Cl)=CC2=O)CC(C)C)=[N:63]1. The catalyst is ClCCl.C(OCC)(=O)C. The product is [CH:1]1([CH2:7][C@H:8]([N:12]2[CH2:16][C:15]([O:17][C:18]3[CH:23]=[CH:22][C:21]([Cl:24])=[CH:20][C:19]=3[Cl:25])=[CH:14][C:13]2=[O:26])[C:9]([NH:67][C:64]2[CH:65]=[CH:66][N:62]([CH2:61][C:60]([OH:59])([CH3:90])[CH3:28])[N:63]=2)=[O:11])[CH2:6][CH2:5][CH2:4][CH2:3][CH2:2]1. The yield is 0.340. (2) The reactants are C[O:2][C:3](=O)[CH:4]=[CH:5][CH:6]=[CH:7][CH2:8][S:9]([C:11]1[CH:16]=[CH:15][C:14]([O:17][CH3:18])=[CH:13][CH:12]=1)=[O:10].[NH2:20][OH:21].[OH-].[K+].CO. The catalyst is C1COCC1. The product is [OH:21][NH:20][C:3](=[O:2])[CH:4]=[CH:5][CH:6]=[CH:7][CH2:8][S:9]([C:11]1[CH:16]=[CH:15][C:14]([O:17][CH3:18])=[CH:13][CH:12]=1)=[O:10]. The yield is 0.340. (3) The reactants are [CH3:1][C:2]1[O:3][C:4]2[CH:10]=[C:9]([C:11]([CH:13]([C:18]([O:20][CH3:21])=[O:19])[C:14]([O:16][CH3:17])=[O:15])=O)[CH:8]=[CH:7][C:5]=2[N:6]=1.CCN(C(C)C)C(C)C.O=P(Cl)(Cl)[Cl:33]. No catalyst specified. The product is [Cl:33][C:11]([C:9]1[CH:8]=[CH:7][C:5]2[N:6]=[C:2]([CH3:1])[O:3][C:4]=2[CH:10]=1)=[C:13]([C:18]([O:20][CH3:21])=[O:19])[C:14]([O:16][CH3:17])=[O:15]. The yield is 0.240. (4) The reactants are ClC1C=CC=C(C(OO)=[O:9])C=1.[NH:12]1[C:16]2=[N:17][CH:18]=[CH:19][CH:20]=[C:15]2[CH:14]=[CH:13]1. The catalyst is C(OCC)(=O)C. The product is [NH:12]1[C:16]2=[N+:17]([O-:9])[CH:18]=[CH:19][CH:20]=[C:15]2[CH:14]=[CH:13]1. The yield is 0.850. (5) The reactants are Cl[C:2]1[C:7]([C:8]([O:10][CH3:11])=[O:9])=[C:6]([CH3:12])[N:5]=[CH:4][CH:3]=1.[Cl:13][C:14]1[CH:19]=[CH:18][C:17](B2OC(C)(C)C(C)(C)O2)=[C:16]([F:29])[C:15]=1[O:30][CH3:31].P(=O)(O)(O)O.[K]. The catalyst is O1CCOCC1.O.C1C=CC(P(C2C=CC=CC=2)[C-]2C=CC=C2)=CC=1.C1C=CC(P(C2C=CC=CC=2)[C-]2C=CC=C2)=CC=1.Cl[Pd]Cl.[Fe+2].C(Cl)Cl. The product is [Cl:13][C:14]1[CH:19]=[CH:18][C:17]([C:2]2[C:7]([C:8]([O:10][CH3:11])=[O:9])=[C:6]([CH3:12])[N:5]=[CH:4][CH:3]=2)=[C:16]([F:29])[C:15]=1[O:30][CH3:31]. The yield is 0.310.